Dataset: TCR-epitope binding with 47,182 pairs between 192 epitopes and 23,139 TCRs. Task: Binary Classification. Given a T-cell receptor sequence (or CDR3 region) and an epitope sequence, predict whether binding occurs between them. The epitope is FTISVTTEIL. The TCR CDR3 sequence is CASSPGLAGGPLREQYF. Result: 1 (the TCR binds to the epitope).